This data is from Full USPTO retrosynthesis dataset with 1.9M reactions from patents (1976-2016). The task is: Predict the reactants needed to synthesize the given product. The reactants are: [NH2:1][C:2]1[S:3][C:4]2[CH:31]=[CH:30][CH:29]=[CH:28][C:5]=2[C:6]=1[C:7]([N:9]1[CH2:14][CH2:13][CH:12]([N:15]2[CH2:27][CH2:26][CH2:25][C:17]3([C:21](=[O:22])[O:20][C:19]([CH3:24])([CH3:23])[CH2:18]3)[CH2:16]2)[CH2:11][CH2:10]1)=[O:8].ClC(Cl)(Cl)[C:34]([N:36]=C=O)=[O:35].N.CO. Given the product [CH3:23][C:19]1([CH3:24])[CH2:18][C:17]2([CH2:25][CH2:26][CH2:27][N:15]([CH:12]3[CH2:11][CH2:10][N:9]([C:7]([C:6]4[C:5]5[CH:28]=[CH:29][CH:30]=[CH:31][C:4]=5[S:3][C:2]=4[NH:1][C:34]([NH2:36])=[O:35])=[O:8])[CH2:14][CH2:13]3)[CH2:16]2)[C:21](=[O:22])[O:20]1, predict the reactants needed to synthesize it.